From a dataset of Full USPTO retrosynthesis dataset with 1.9M reactions from patents (1976-2016). Predict the reactants needed to synthesize the given product. (1) Given the product [Cl:11][C:12]1[CH:13]=[C:14]([C:19]2[N:24]=[C:23]([CH3:25])[N:22]=[C:21]([NH:26][CH2:27][CH2:28][O:29][CH3:30])[N:20]=2)[C:15]([NH:10][C:4]2[CH:5]=[N:6][C:7]([O:8][CH3:9])=[C:2]([F:1])[CH:3]=2)=[N:16][CH:17]=1, predict the reactants needed to synthesize it. The reactants are: [F:1][C:2]1[CH:3]=[C:4]([NH2:10])[CH:5]=[N:6][C:7]=1[O:8][CH3:9].[Cl:11][C:12]1[CH:13]=[C:14]([C:19]2[N:24]=[C:23]([CH3:25])[N:22]=[C:21]([NH:26][CH2:27][CH2:28][O:29][CH3:30])[N:20]=2)[C:15](F)=[N:16][CH:17]=1.[Li+].C[Si]([N-][Si](C)(C)C)(C)C. (2) The reactants are: FC1C=CC=CC=1NC(=S)NC1C=CC(C2C=C3C(=CC=2)C(=O)N([C@@H](C(C)C)C(O)=O)C3)=CC=1.[CH3:35][O:36][C:37]1[CH:42]=[CH:41][CH:40]=[CH:39][C:38]=1[NH:43][C:44](=[S:70])[NH:45][C:46]1[CH:51]=[CH:50][C:49]([C:52]2[CH:53]=[C:54]3[C:58](=[CH:59][CH:60]=2)[C:57](=[O:61])[N:56]([C@@H:62]([CH:67]([CH3:69])[CH3:68])[C:63]([O:65]C)=[O:64])[CH2:55]3)=[CH:48][CH:47]=1. Given the product [CH3:35][O:36][C:37]1[CH:42]=[CH:41][CH:40]=[CH:39][C:38]=1[NH:43][C:44](=[S:70])[NH:45][C:46]1[CH:47]=[CH:48][C:49]([C:52]2[CH:53]=[C:54]3[C:58](=[CH:59][CH:60]=2)[C:57](=[O:61])[N:56]([C@@H:62]([CH:67]([CH3:68])[CH3:69])[C:63]([OH:65])=[O:64])[CH2:55]3)=[CH:50][CH:51]=1, predict the reactants needed to synthesize it. (3) Given the product [N:1]1([CH2:6][CH2:7][CH2:8][CH2:9][C:10]2[CH:11]=[CH:12][C:13]([O:16][CH2:20][C:21]3[CH:22]=[N:23][CH:24]=[C:25]([C:27]4[CH:28]=[CH:29][C:30]([O:33][C:34]([F:37])([F:35])[F:36])=[CH:31][CH:32]=4)[CH:26]=3)=[CH:14][CH:15]=2)[CH:5]=[CH:4][N:3]=[N:2]1, predict the reactants needed to synthesize it. The reactants are: [N:1]1([CH2:6][CH2:7][CH2:8][CH2:9][C:10]2[CH:15]=[CH:14][C:13]([OH:16])=[CH:12][CH:11]=2)[CH:5]=[CH:4][N:3]=[N:2]1.[H-].[Na+].Cl[CH2:20][C:21]1[CH:22]=[N:23][CH:24]=[C:25]([C:27]2[CH:32]=[CH:31][C:30]([O:33][C:34]([F:37])([F:36])[F:35])=[CH:29][CH:28]=2)[CH:26]=1.O.